From a dataset of Full USPTO retrosynthesis dataset with 1.9M reactions from patents (1976-2016). Predict the reactants needed to synthesize the given product. (1) Given the product [F:1][C:2]1[CH:18]=[CH:17][C:5]([CH2:6][NH:7][C:8]([C:10]2([C:13]([F:16])([F:15])[F:14])[CH2:12][CH2:11]2)=[O:9])=[CH:4][C:3]=1[NH:19][C:20]1[N:30]([CH3:31])[C:26]2[CH:25]=[C:24]([N:32]3[CH2:37][CH2:36][CH:35]([C:38]([F:40])([F:41])[F:39])[CH2:34][CH2:33]3)[C:23]([Cl:22])=[CH:29][C:27]=2[N:28]=1, predict the reactants needed to synthesize it. The reactants are: [F:1][C:2]1[CH:18]=[CH:17][C:5]([CH2:6][NH:7][C:8]([C:10]2([C:13]([F:16])([F:15])[F:14])[CH2:12][CH2:11]2)=[O:9])=[CH:4][C:3]=1[N:19]=[C:20]=S.[Cl:22][C:23]1[C:24]([N:32]2[CH2:37][CH2:36][CH:35]([C:38]([F:41])([F:40])[F:39])[CH2:34][CH2:33]2)=[CH:25][C:26]([NH:30][CH3:31])=[C:27]([CH:29]=1)[NH2:28].CC(C)N=C=NC(C)C. (2) The reactants are: [F:1][C:2]1([F:6])[CH2:5][NH:4][CH2:3]1.[Cl:7][C:8]1[CH:9]=[N:10][N:11]([C:13]2([C:16]3[NH:33][C:19]4=[N:20][C:21]([N:24]5[CH2:29][CH2:28][CH2:27][C@@H:26]([C:30](O)=[O:31])[CH2:25]5)=[CH:22][CH:23]=[C:18]4[N:17]=3)[CH2:15][CH2:14]2)[CH:12]=1.C(N(C(C)C)CC)(C)C.F[P-](F)(F)(F)(F)F.N1(OC(N(C)C)=[N+](C)C)C2N=CC=CC=2N=N1. Given the product [Cl:7][C:8]1[CH:9]=[N:10][N:11]([C:13]2([C:16]3[NH:33][C:19]4=[N:20][C:21]([N:24]5[CH2:29][CH2:28][CH2:27][C@@H:26]([C:30]([N:4]6[CH2:5][C:2]([F:6])([F:1])[CH2:3]6)=[O:31])[CH2:25]5)=[CH:22][CH:23]=[C:18]4[N:17]=3)[CH2:15][CH2:14]2)[CH:12]=1, predict the reactants needed to synthesize it.